Task: Predict the reactants needed to synthesize the given product.. Dataset: Full USPTO retrosynthesis dataset with 1.9M reactions from patents (1976-2016) (1) Given the product [CH3:20][O:21][CH2:22][O:1][C:2]1[CH:9]=[C:8]([O:10][CH2:11][O:29][CH3:28])[CH:7]=[CH:6][C:3]=1[CH:4]=[O:5], predict the reactants needed to synthesize it. The reactants are: [OH:1][C:2]1[CH:9]=[C:8]([OH:10])[CH:7]=[CH:6][C:3]=1[CH:4]=[O:5].[CH3:11]CN(C(C)C)C(C)C.[CH3:20][O:21][CH2:22]Cl.O.CN([CH:28]=[O:29])C. (2) The reactants are: [CH3:1][C@H:2]1[C@@:6]([CH3:8])([OH:7])[CH2:5][CH2:4][NH:3]1.[F:9][C:10]1[C:17]([CH3:18])=[C:16](F)[CH:15]=[CH:14][C:11]=1[C:12]#[N:13].C(=O)([O-])[O-].[Li+].[Li+]. Given the product [F:9][C:10]1[C:17]([CH3:18])=[C:16]([N:3]2[CH2:4][CH2:5][C@@:6]([OH:7])([CH3:8])[C@@H:2]2[CH3:1])[CH:15]=[CH:14][C:11]=1[C:12]#[N:13], predict the reactants needed to synthesize it.